This data is from Reaction yield outcomes from USPTO patents with 853,638 reactions. The task is: Predict the reaction yield, written as a fraction of the theoretical maximum amount of product (1.0 means a 100% yield; for example, 0.34 means a 34% yield). (1) The reactants are C[O:2][C:3](=[O:25])[CH:4]([N:9]1[C:17]2[C:12](=[CH:13][C:14]([O:18][C:19]([F:22])([F:21])[F:20])=[CH:15][CH:16]=2)[C:11](=[O:23])[C:10]1=[O:24])[CH2:5][CH:6]([CH3:8])[CH3:7].O.[OH-].[Li+]. The catalyst is O1CCCC1.O. The product is [O:24]=[C:10]1[C:11](=[O:23])[C:12]2[C:17](=[CH:16][CH:15]=[C:14]([O:18][C:19]([F:21])([F:20])[F:22])[CH:13]=2)[N:9]1[CH:4]([CH2:5][CH:6]([CH3:8])[CH3:7])[C:3]([OH:25])=[O:2]. The yield is 0.970. (2) The catalyst is CN(C=O)C.C1COCC1.C(O)C. The product is [CH3:44][N:43]([CH2:42][C:41]1[CH:40]=[C:39]([CH:65]=[CH:64][CH:63]=1)[CH2:38][N:15]1[CH2:16][C:17](=[O:18])[N:13]([C:11]2[CH:10]=[N:9][N:8]([CH2:7][C:6]3[C:2]([CH3:1])=[N:3][O:4][C:5]=3[CH3:20])[CH:12]=2)[C:14]1=[O:19])[CH3:47]. The reactants are [CH3:1][C:2]1[C:6]([CH2:7][N:8]2[CH:12]=[C:11]([N:13]3[C:17](=[O:18])[CH2:16][NH:15][C:14]3=[O:19])[CH:10]=[N:9]2)=[C:5]([CH3:20])[O:4][N:3]=1.BrCC1C=CC=C(CBr)C=1.C(=O)([O-])[O-].[Cs+].[Cs+].Br[CH2:38][C:39]1[CH:40]=[C:41]([CH:63]=[CH:64][CH:65]=1)[CH2:42][N:43]1[CH2:47]C(=O)N(C2C=NN(CC3C(C)=NOC=3C)C=2)[C:44]1=O.CNC.[H-].[Na+]. The yield is 0.130.